From a dataset of Catalyst prediction with 721,799 reactions and 888 catalyst types from USPTO. Predict which catalyst facilitates the given reaction. Reactant: [Cl:1][CH2:2][C:3]([NH:5][C:6]1[CH:11]=[CH:10][CH:9]=[CH:8][N:7]=1)=[O:4].[C:12]1([C@@H:18]([NH:30][C:31]2[CH:36]=[CH:35][CH:34]=[CH:33][CH:32]=2)[C:19]([O:21][C@@H:22]2[CH:27]3[CH2:28][CH2:29][N:24]([CH2:25][CH2:26]3)[CH2:23]2)=[O:20])[CH:17]=[CH:16][CH:15]=[CH:14][CH:13]=1. Product: [Cl-:1].[O:4]=[C:3]([NH:5][C:6]1[CH:11]=[CH:10][CH:9]=[CH:8][N:7]=1)[CH2:2][N+:24]12[CH2:25][CH2:26][CH:27]([CH2:28][CH2:29]1)[C@@H:22]([O:21][C:19](=[O:20])[C@@H:18]([C:12]1[CH:17]=[CH:16][CH:15]=[CH:14][CH:13]=1)[NH:30][C:31]1[CH:36]=[CH:35][CH:34]=[CH:33][CH:32]=1)[CH2:23]2. The catalyst class is: 25.